From a dataset of Reaction yield outcomes from USPTO patents with 853,638 reactions. Predict the reaction yield, written as a fraction of the theoretical maximum amount of product (1.0 means a 100% yield; for example, 0.34 means a 34% yield). (1) The reactants are [CH2:1]([O:3][C:4]1[CH:8]=[C:7]([C:9]([F:12])([F:11])[F:10])[N:6]([C:13]2[CH:14]=[CH:15][C:16](F)=[N:17][CH:18]=2)[N:5]=1)[CH3:2].[OH-].[NH4+:21]. The catalyst is O1CCOCC1. The product is [CH2:1]([O:3][C:4]1[CH:8]=[C:7]([C:9]([F:12])([F:11])[F:10])[N:6]([C:13]2[CH:14]=[CH:15][C:16]([NH2:21])=[N:17][CH:18]=2)[N:5]=1)[CH3:2]. The yield is 0.720. (2) The reactants are [N+:1]([C:4]1[CH:14]=[CH:13][C:7]([O:8][CH2:9][C:10]([OH:12])=[O:11])=[CH:6][CH:5]=1)([O-:3])=[O:2].C(N(CC)CC)C.Cl[CH2:23][C:24]([O:26][CH3:27])=[O:25]. The catalyst is CC(C)=O. The product is [CH3:27][O:26][C:24]([CH2:23][O:11][C:10](=[O:12])[CH2:9][O:8][C:7]1[CH:6]=[CH:5][C:4]([N+:1]([O-:3])=[O:2])=[CH:14][CH:13]=1)=[O:25]. The yield is 0.908. (3) The reactants are Cl.[CH3:2][O:3][C:4]1[CH:16]=[CH:15][CH:14]=[CH:13][C:5]=1[O:6][CH:7]1[CH2:12][CH2:11][NH:10][CH2:9][CH2:8]1.C(N(C(C)C)CC)(C)C.[Cl:26][C:27]1[CH:32]=[C:31]([Cl:33])[CH:30]=[CH:29][C:28]=1[CH2:34][N:35]=[C:36]=[O:37]. No catalyst specified. The product is [Cl:26][C:27]1[CH:32]=[C:31]([Cl:33])[CH:30]=[CH:29][C:28]=1[CH2:34][NH:35][C:36]([N:10]1[CH2:9][CH2:8][CH:7]([O:6][C:5]2[CH:13]=[CH:14][CH:15]=[CH:16][C:4]=2[O:3][CH3:2])[CH2:12][CH2:11]1)=[O:37]. The yield is 0.608. (4) The reactants are [CH3:1][O:2][C:3]1[CH:19]=[CH:18][CH:17]=[CH:16][C:4]=1[O:5][CH2:6][CH:7]([OH:15])[CH2:8][N:9]1[CH2:14][CH2:13][NH:12][CH2:11][CH2:10]1.Cl[CH2:21][C:22]([NH:24][C:25]1[C:30]([CH3:31])=[CH:29][CH:28]=[CH:27][C:26]=1[CH3:32])=[O:23].C(=O)([O-])[O-].[K+].[K+].[I-].[Na+]. The catalyst is CN(C)C=O. The product is [CH3:31][C:30]1[CH:29]=[CH:28][CH:27]=[C:26]([CH3:32])[C:25]=1[NH:24][C:22](=[O:23])[CH2:21][N:12]1[CH2:13][CH2:14][N:9]([CH2:8][CH:7]([OH:15])[CH2:6][O:5][C:4]2[CH:16]=[CH:17][CH:18]=[CH:19][C:3]=2[O:2][CH3:1])[CH2:10][CH2:11]1. The yield is 0.340. (5) The product is [C:1]([C:4]1[CH:5]=[C:6]2[C:10](=[CH:11][CH:12]=1)[NH:9][CH:8]=[C:7]2[CH2:20][CH2:21][NH:22][C:23](=[O:38])[C:24]1[CH:29]=[CH:28][C:27]([CH2:30][C:31]2[CH:36]=[CH:35][CH:34]=[C:33]([F:37])[CH:32]=2)=[CH:26][CH:25]=1)(=[O:3])[CH3:2]. The reactants are [C:1]([C:4]1[CH:5]=[C:6]2[C:10](=[CH:11][CH:12]=1)[NH:9][C:8]([Si](CC)(CC)CC)=[C:7]2[CH2:20][CH2:21][NH:22][C:23](=[O:38])[C:24]1[CH:29]=[CH:28][C:27]([CH2:30][C:31]2[CH:36]=[CH:35][CH:34]=[C:33]([F:37])[CH:32]=2)=[CH:26][CH:25]=1)(=[O:3])[CH3:2]. The yield is 0.580. The catalyst is FC(F)(F)C(O)=O. (6) The reactants are C([O:8][C:9]1[CH:14]=[CH:13][C:12]([N+:15]([O-])=O)=[C:11]([F:18])[C:10]=1[F:19])C1C=CC=CC=1. The catalyst is CO.[Pd]. The product is [NH2:15][C:12]1[CH:13]=[CH:14][C:9]([OH:8])=[C:10]([F:19])[C:11]=1[F:18]. The yield is 0.920. (7) The reactants are [F:1][C:2]1[CH:3]=[C:4]([N:15]2[C@@H:19]([C:20]3[C:21]([F:34])=[CH:22][C:23]4[N:27]=[C:26]([C@@H:28]5[CH2:32][CH2:31][CH2:30][NH:29]5)[NH:25][C:24]=4[CH:33]=3)[CH2:18][CH2:17][C@@H:16]2[C:35]2[C:36]([F:49])=[CH:37][C:38]3[N:42]=[C:41]([C@@H:43]4[CH2:47][CH2:46][CH2:45][NH:44]4)[NH:40][C:39]=3[CH:48]=2)[CH:5]=[C:6]([F:14])[C:7]=1[N:8]1[CH2:13][CH2:12][CH2:11][CH2:10][CH2:9]1.[CH3:50][O:51][C:52]([NH:54][C@@H:55]([CH:59]([CH3:61])[CH3:60])[C:56](O)=[O:57])=[O:53].C(Cl)CCl.[CH:66]1[CH:67]=CC2N(O)N=NC=2[CH:71]=1.C[N:77]1[CH2:82][CH2:81][O:80]CC1.C[CH2:84][O:85][C:86](C)=[O:87]. The catalyst is CN(C=O)C. The product is [CH3:84][O:85][C:86](=[O:87])[NH:77][C@@H:82]([CH:66]([CH3:67])[CH3:71])[C:81]([N:29]1[CH2:30][CH2:31][CH2:32][C@H:28]1[C:26]1[NH:27][C:23]2[CH:22]=[C:21]([F:34])[C:20]([C@H:19]3[CH2:18][CH2:17][C@H:16]([C:35]4[C:36]([F:49])=[CH:37][C:38]5[NH:42][C:41]([C@@H:43]6[CH2:47][CH2:46][CH2:45][N:44]6[C:56](=[O:57])[C@@H:55]([NH:54][C:52]([O:51][CH3:50])=[O:53])[CH:59]([CH3:61])[CH3:60])=[N:40][C:39]=5[CH:48]=4)[N:15]3[C:4]3[CH:3]=[C:2]([F:1])[C:7]([N:8]4[CH2:13][CH2:12][CH2:11][CH2:10][CH2:9]4)=[C:6]([F:14])[CH:5]=3)=[CH:33][C:24]=2[N:25]=1)=[O:80]. The yield is 0.461.